From a dataset of Reaction yield outcomes from USPTO patents with 853,638 reactions. Predict the reaction yield, written as a fraction of the theoretical maximum amount of product (1.0 means a 100% yield; for example, 0.34 means a 34% yield). (1) The product is [CH:1]1([CH:7]([O:14][CH3:15])[C:8](=[O:9])[CH3:16])[CH2:2][CH2:3][CH2:4][CH2:5][CH2:6]1. The catalyst is C1COCC1. The yield is 0.920. The reactants are [CH:1]1([CH:7]([O:14][CH3:15])[C:8](N(OC)C)=[O:9])[CH2:6][CH2:5][CH2:4][CH2:3][CH2:2]1.[CH3:16][Mg+].[Br-]. (2) The reactants are [CH3:1][C:2]1[CH:7]=[CH:6][C:5]([S:8]([Cl:11])(=[O:10])=[O:9])=[CH:4][CH:3]=1.Cl.Cl.[CH2:14]([NH:16][CH2:17][CH2:18][CH2:19][N:20]1[CH2:30][CH2:29][C:28]2[C:31]3[CH:21]1[CH2:22][CH2:23][C:24]=3[CH:25]=[CH:26][CH:27]=2)[CH3:15].CCN(C(C)C)C(C)C. The catalyst is C(Cl)Cl. The product is [ClH:11].[CH2:14]([N:16]([CH2:17][CH2:18][CH2:19][N:20]1[CH2:30][CH2:29][C:28]2[C:31]3[CH:21]1[CH2:22][CH2:23][C:24]=3[CH:25]=[CH:26][CH:27]=2)[S:8]([C:5]1[CH:6]=[CH:7][C:2]([CH3:1])=[CH:3][CH:4]=1)(=[O:10])=[O:9])[CH3:15]. The yield is 0.410. (3) The reactants are [Cl-].[C:2]([C:4]1[C:16]([N+:17]([O-:19])=[O:18])=[CH:15][CH:14]=[CH:13][C:5]=1[O:6][CH2:7][C@H:8]1[CH2:12][CH2:11][CH2:10][NH2+:9]1)#[N:3].[CH2:20]([N:23]=[C:24]=[O:25])[CH2:21][CH3:22]. No catalyst specified. The product is [C:2]([C:4]1[C:16]([N+:17]([O-:19])=[O:18])=[CH:15][CH:14]=[CH:13][C:5]=1[O:6][CH2:7][C@H:8]1[CH2:12][CH2:11][CH2:10][N:9]1[C:24]([NH:23][CH2:20][CH2:21][CH3:22])=[O:25])#[N:3]. The yield is 1.00. (4) The reactants are Cl[C:2]1[CH:7]=[C:6]([C:8]2[CH:12]=[CH:11][S:10][CH:9]=2)[N:5]=[C:4]2[CH2:13][CH2:14][CH2:15][C:3]=12.[NH2:16][C:17]1[CH:22]=[CH:21][C:20]([CH2:23][CH2:24][OH:25])=[CH:19][CH:18]=1. No catalyst specified. The product is [S:10]1[CH:11]=[CH:12][C:8]([C:6]2[N:5]=[C:4]3[CH2:13][CH2:14][CH2:15][C:3]3=[C:2]([NH:16][C:17]3[CH:22]=[CH:21][C:20]([CH2:23][CH2:24][OH:25])=[CH:19][CH:18]=3)[CH:7]=2)=[CH:9]1. The yield is 0.270.